This data is from Full USPTO retrosynthesis dataset with 1.9M reactions from patents (1976-2016). The task is: Predict the reactants needed to synthesize the given product. (1) The reactants are: C([O:5][C:6]([NH:8][C:9]1([C:13]2[CH:18]=[CH:17][C:16]([C:19]3[C:28]([C:29]4[CH:34]=[CH:33][CH:32]=[CH:31][CH:30]=4)=[CH:27][C:26]4[C:25](=O)[CH:24]([C:36](OC)=[O:37])[CH2:23][CH2:22][C:21]=4[N:20]=3)=[CH:15][CH:14]=2)[CH2:12][CH2:11][CH2:10]1)=O)(C)(C)C.[OH2:40].[NH2:41][NH2:42]. Given the product [C:9]([O:40][C:6](=[O:5])[NH:8][C:9]1([C:13]2[CH:18]=[CH:17][C:16]([C:19]3[C:28]([C:29]4[CH:30]=[CH:31][CH:32]=[CH:33][CH:34]=4)=[CH:27][C:26]4[C:25]5=[N:41][NH:42][C:36]([OH:37])=[C:24]5[CH2:23][CH2:22][C:21]=4[N:20]=3)=[CH:15][CH:14]=2)[CH2:12][CH2:11][CH2:10]1)([CH3:13])([CH3:12])[CH3:10], predict the reactants needed to synthesize it. (2) The reactants are: C[O:2][C:3](=[O:30])[CH2:4][O:5][C:6]1[CH:15]=[CH:14][C:13]([Cl:16])=[C:12]2[C:7]=1[C:8]([O:26][CH:27]([F:29])[F:28])=[C:9]([CH2:18][C:19]1[CH:24]=[CH:23][C:22]([F:25])=[CH:21][CH:20]=1)[C:10]([CH3:17])=[N:11]2.C[O:32][C:33](=[O:60])[CH2:34][O:35][C:36]1[CH:45]=[CH:44][C:43]([Cl:46])=[C:42]2[C:37]=1[C:38]([CH3:59])=[C:39]([CH2:51][C:52]1[CH:57]=[CH:56][C:55]([F:58])=[CH:54][CH:53]=1)[C:40]([O:47][CH:48]([F:50])[F:49])=[N:41]2.[OH-].[Li+].Cl. Given the product [Cl:16][C:13]1[CH:14]=[CH:15][C:6]([O:5][CH2:4][C:3]([OH:30])=[O:2])=[C:7]2[C:12]=1[N:11]=[C:10]([CH3:17])[C:9]([CH2:18][C:19]1[CH:20]=[CH:21][C:22]([F:25])=[CH:23][CH:24]=1)=[C:8]2[O:26][CH:27]([F:29])[F:28].[Cl:46][C:43]1[CH:44]=[CH:45][C:36]([O:35][CH2:34][C:33]([OH:60])=[O:32])=[C:37]2[C:42]=1[N:41]=[C:40]([O:47][CH:48]([F:49])[F:50])[C:39]([CH2:51][C:52]1[CH:53]=[CH:54][C:55]([F:58])=[CH:56][CH:57]=1)=[C:38]2[CH3:59], predict the reactants needed to synthesize it. (3) Given the product [CH3:15][S:12]([N:7]1[CH2:6][CH2:5][C:4]2[C:9](=[CH:10][CH:11]=[C:2]([B:16]3[O:20][C:19]([CH3:22])([CH3:21])[C:18]([CH3:24])([CH3:23])[O:17]3)[CH:3]=2)[CH2:8]1)(=[O:14])=[O:13], predict the reactants needed to synthesize it. The reactants are: Br[C:2]1[CH:3]=[C:4]2[C:9](=[CH:10][CH:11]=1)[CH2:8][N:7]([S:12]([CH3:15])(=[O:14])=[O:13])[CH2:6][CH2:5]2.[B:16]1([B:16]2[O:20][C:19]([CH3:22])([CH3:21])[C:18]([CH3:24])([CH3:23])[O:17]2)[O:20][C:19]([CH3:22])([CH3:21])[C:18]([CH3:24])([CH3:23])[O:17]1.C([O-])(=O)C.[K+]. (4) Given the product [Cl:1][C:2]1[N:7]=[C:6]([O:8][C:9]2[C:18]3[C:13](=[CH:14][CH:15]=[CH:16][CH:17]=3)[C:12]([NH2:19])=[CH:11][CH:10]=2)[CH:5]=[CH:4][N:3]=1, predict the reactants needed to synthesize it. The reactants are: [Cl:1][C:2]1[N:7]=[C:6]([O:8][C:9]2[C:18]3[C:13](=[CH:14][CH:15]=[CH:16][CH:17]=3)[C:12]([NH:19]C(=O)OC(C)(C)C)=[CH:11][CH:10]=2)[CH:5]=[CH:4][N:3]=1.C(O)(C(F)(F)F)=O.